From a dataset of Forward reaction prediction with 1.9M reactions from USPTO patents (1976-2016). Predict the product of the given reaction. The product is: [CH2:1]([O:5][S:6](/[C:9](/[CH3:10])=[CH:22]/[C:20]1[S:21][C:17]([Cl:16])=[CH:18][CH:19]=1)(=[O:8])=[O:7])[CH2:2][CH2:3][CH3:4]. Given the reactants [CH2:1]([O:5][S:6]([CH2:9][CH3:10])(=[O:8])=[O:7])[CH2:2][CH2:3][CH3:4].C([Li])CCC.[Cl:16][C:17]1[S:21][C:20]([CH:22]=O)=[CH:19][CH:18]=1, predict the reaction product.